From a dataset of Catalyst prediction with 721,799 reactions and 888 catalyst types from USPTO. Predict which catalyst facilitates the given reaction. (1) Product: [Cl:1][C:2]1[CH:7]=[C:6]([CH:5]=[C:4]([C:8]([F:9])([F:10])[F:11])[N:3]=1)[C:31]([O:30][C:26]([CH3:29])([CH3:28])[CH3:27])=[O:32]. Reactant: [Cl:1][C:2]1[CH:7]=[CH:6][CH:5]=[C:4]([C:8]([F:11])([F:10])[F:9])[N:3]=1.[Cl-].[Li+].Cl[Mg]N1C(C)(C)CCCC1(C)C.[C:26]([O:30][C:31](O[C:31]([O:30][C:26]([CH3:29])([CH3:28])[CH3:27])=[O:32])=[O:32])([CH3:29])([CH3:28])[CH3:27]. The catalyst class is: 7. (2) Reactant: Cl.[CH2:2]([O:4][C:5](=[O:9])[CH2:6][CH2:7][NH2:8])[CH3:3].[C:10]1(=O)[CH2:13][CH2:12][CH2:11]1.C([O-])(=O)C.[Na+].C(O[BH-](OC(=O)C)OC(=O)C)(=O)C.[Na+]. Product: [CH2:2]([O:4][C:5](=[O:9])[CH2:6][CH2:7][NH:8][CH:10]1[CH2:13][CH2:12][CH2:11]1)[CH3:3]. The catalyst class is: 4. (3) Reactant: C(N(CC)CC)C.[N+:8]([C:11]1[N:12]=[C:13]2[N:18]([CH:19]=1)[CH2:17][CH2:16][C@H:15]([CH2:20][O:21][C:22]1[CH:27]=[CH:26][C:25]([N:28]3[CH2:33][CH2:32][NH:31][CH2:30][CH2:29]3)=[CH:24][CH:23]=1)[O:14]2)([O-:10])=[O:9].[CH:34]([O:36][CH2:37][CH2:38]Cl)=[O:35].Cl. Product: [CH2:37]([O:36][C:34]([N:31]1[CH2:32][CH2:33][N:28]([C:25]2[CH:26]=[CH:27][C:22]([O:21][CH2:20][C@@H:15]3[O:14][C:13]4=[N:12][C:11]([N+:8]([O-:10])=[O:9])=[CH:19][N:18]4[CH2:17][CH2:16]3)=[CH:23][CH:24]=2)[CH2:29][CH2:30]1)=[O:35])[CH3:38]. The catalyst class is: 2. (4) Reactant: C([O:3][C:4]([C:6]1[CH:7]=[N:8][N:9]([C:11]2[CH:16]=[C:15]([C:17](=[O:36])[NH:18][C:19]3[CH:24]=[C:23]([C:25]([CH3:28])([CH3:27])[CH3:26])[CH:22]=[C:21]([NH:29][S:30]([CH3:33])(=[O:32])=[O:31])[C:20]=3[O:34][CH3:35])[CH:14]=[CH:13][C:12]=2[CH3:37])[CH:10]=1)=[O:5])C.[OH-].[Na+].Cl. Product: [C:25]([C:23]1[CH:22]=[C:21]([NH:29][S:30]([CH3:33])(=[O:31])=[O:32])[C:20]([O:34][CH3:35])=[C:19]([NH:18][C:17]([C:15]2[CH:14]=[CH:13][C:12]([CH3:37])=[C:11]([N:9]3[CH:10]=[C:6]([C:4]([OH:5])=[O:3])[CH:7]=[N:8]3)[CH:16]=2)=[O:36])[CH:24]=1)([CH3:28])([CH3:26])[CH3:27]. The catalyst class is: 5. (5) Reactant: [C:1]([O:5][C:6]([N:8]1[CH2:13][CH2:12][CH:11](CS([O-])(=O)=O)[CH2:10][CH2:9]1)=[O:7])([CH3:4])([CH3:3])[CH3:2].[N-:19]=[N+:20]=[N-:21].[Na+]. Product: [C:1]([O:5][C:6]([N:8]1[CH2:13][CH2:12][CH:11]([N:19]=[N+:20]=[N-:21])[CH2:10][CH2:9]1)=[O:7])([CH3:4])([CH3:3])[CH3:2]. The catalyst class is: 3. (6) Reactant: [C:1]1([CH3:11])[CH:6]=[CH:5][C:4]([S:7](Cl)(=[O:9])=[O:8])=[CH:3][CH:2]=1.[CH3:12][O:13][CH:14]([O:17][CH3:18])[CH2:15][NH2:16].C(N(CC)CC)C. Product: [CH3:12][O:13][CH:14]([O:17][CH3:18])[CH2:15][NH:16][S:7]([C:4]1[CH:5]=[CH:6][C:1]([CH3:11])=[CH:2][CH:3]=1)(=[O:9])=[O:8]. The catalyst class is: 28. (7) Reactant: C(OC(=O)[NH:7][C:8]1[CH:13]=[CH:12][C:11]([C:14]2C=C[C:17]([F:20])=[CH:16][C:15]=2F)=[CH:10][C:9]=1[NH:22][C:23](=[O:38])[CH2:24][C:25](=O)[C:26]1[CH:31]=[CH:30][CH:29]=[C:28]([N:32]2[CH:36]=[CH:35][N:34]=[N:33]2)[CH:27]=1)(C)(C)C.[C:40](O)([C:42]([F:45])(F)F)=O. Product: [F:45][C:42]1[CH:40]=[C:17]([F:20])[CH:16]=[CH:15][C:14]=1[C:11]1[CH:12]=[CH:13][C:8]2[N:7]=[C:25]([C:26]3[CH:31]=[CH:30][CH:29]=[C:28]([N:32]4[CH:36]=[CH:35][N:34]=[N:33]4)[CH:27]=3)[CH2:24][C:23](=[O:38])[NH:22][C:9]=2[CH:10]=1. The catalyst class is: 2.